Dataset: NCI-60 drug combinations with 297,098 pairs across 59 cell lines. Task: Regression. Given two drug SMILES strings and cell line genomic features, predict the synergy score measuring deviation from expected non-interaction effect. (1) Drug 1: CC12CCC3C(C1CCC2=O)CC(=C)C4=CC(=O)C=CC34C. Drug 2: C1CCC(CC1)NC(=O)N(CCCl)N=O. Cell line: K-562. Synergy scores: CSS=62.8, Synergy_ZIP=-1.32, Synergy_Bliss=0.292, Synergy_Loewe=0.641, Synergy_HSA=0.859. (2) Drug 1: C1=NC2=C(N1)C(=S)N=C(N2)N. Drug 2: CS(=O)(=O)OCCCCOS(=O)(=O)C. Cell line: KM12. Synergy scores: CSS=32.9, Synergy_ZIP=-8.92, Synergy_Bliss=-10.1, Synergy_Loewe=-12.2, Synergy_HSA=-5.53.